This data is from Full USPTO retrosynthesis dataset with 1.9M reactions from patents (1976-2016). The task is: Predict the reactants needed to synthesize the given product. (1) Given the product [F:13][C:14]1[CH:24]=[CH:23][C:17]2[N:18]([CH3:22])[C:19](=[O:21])[N:20]([CH2:4][CH2:5][CH2:6][C:7]([CH3:12])([N+:9]([O-:11])=[O:10])[CH3:8])[C:16]=2[CH:15]=1, predict the reactants needed to synthesize it. The reactants are: [H-].[Na+].I[CH2:4][CH2:5][CH2:6][C:7]([CH3:12])([N+:9]([O-:11])=[O:10])[CH3:8].[F:13][C:14]1[CH:24]=[CH:23][C:17]2[N:18]([CH3:22])[C:19](=[O:21])[NH:20][C:16]=2[CH:15]=1. (2) Given the product [OH:1][C:2]1[C:3]([CH2:16][OH:17])=[C:4]([CH2:9][CH2:10][C:11]([O:13][CH2:14][CH3:15])=[O:12])[CH:5]=[N:6][C:7]=1[CH3:8], predict the reactants needed to synthesize it. The reactants are: [OH:1][C:2]1[C:3]([CH2:16][OH:17])=[C:4]([CH:9]=[CH:10][C:11]([O:13][CH2:14][CH3:15])=[O:12])[CH:5]=[N:6][C:7]=1[CH3:8].